From a dataset of Reaction yield outcomes from USPTO patents with 853,638 reactions. Predict the reaction yield, written as a fraction of the theoretical maximum amount of product (1.0 means a 100% yield; for example, 0.34 means a 34% yield). (1) The reactants are [CH:1]1([C:4]2[CH:5]=[C:6]([C:10]3[N:15]=[CH:14][C:13]4[CH:16]=[N:17][N:18]([C:19]5[CH:24]=[CH:23][CH:22]=[C:21](F)[N:20]=5)[C:12]=4[CH:11]=3)[CH:7]=[N:8][CH:9]=2)[CH2:3][CH2:2]1.[NH:26]1[CH2:32][CH:31]([OH:33])[CH2:30][NH:29][CH2:28][CH2:27]1. No catalyst specified. The product is [CH:1]1([C:4]2[CH:5]=[C:6]([C:10]3[N:15]=[CH:14][C:13]4[CH:16]=[N:17][N:18]([C:19]5[N:20]=[C:21]([N:26]6[CH2:32][CH:31]([OH:33])[CH2:30][NH:29][CH2:28][CH2:27]6)[CH:22]=[CH:23][CH:24]=5)[C:12]=4[CH:11]=3)[CH:7]=[N:8][CH:9]=2)[CH2:3][CH2:2]1. The yield is 0.170. (2) The reactants are [CH3:1][NH:2][CH2:3][CH2:4][CH2:5][OH:6].C(N(CC)CC)C.Cl[C:15]([O:17][CH:18]([Cl:20])[CH3:19])=[O:16].[C:21](OC(=O)C)(=[O:23])[CH3:22].N1C=CC=CC=1. The catalyst is ClCCl. The product is [C:21]([O:6][CH2:5][CH2:4][CH2:3][N:2]([C:15]([O:17][CH:18]([Cl:20])[CH3:19])=[O:16])[CH3:1])(=[O:23])[CH3:22]. The yield is 0.520. (3) The reactants are [NH2:1][C:2]1[C:7]([CH2:8]O)=[C:6]([CH:10]2[CH2:15][CH2:14][N:13]([C:16]([O:18][C:19]([CH3:22])([CH3:21])[CH3:20])=[O:17])[CH2:12][CH2:11]2)[CH:5]=[C:4]([C:23]2[C:28]([OH:29])=[CH:27][CH:26]=[CH:25][C:24]=2[O:30][CH2:31][CH:32]2[CH2:34][CH2:33]2)[N:3]=1.C([N:37]1[CH:41]=[CH:40][N:39]=[CH:38]1)([N:37]1[CH:41]=[CH:40][N:39]=[CH:38]1)=O. The catalyst is C(#N)C. The product is [NH2:1][C:2]1[C:7]([CH2:8][N:37]2[CH:41]=[CH:40][N:39]=[CH:38]2)=[C:6]([CH:10]2[CH2:15][CH2:14][N:13]([C:16]([O:18][C:19]([CH3:21])([CH3:20])[CH3:22])=[O:17])[CH2:12][CH2:11]2)[CH:5]=[C:4]([C:23]2[C:28]([OH:29])=[CH:27][CH:26]=[CH:25][C:24]=2[O:30][CH2:31][CH:32]2[CH2:33][CH2:34]2)[N:3]=1. The yield is 0.880. (4) The reactants are [S:1]1[C:5]([C:6]2([OH:16])[CH2:15][CH2:14][C:9]3(OCC[O:10]3)[CH2:8][CH2:7]2)=[CH:4][N:3]=[CH:2]1.Cl.C([O-])([O-])=O.[Na+].[Na+]. The catalyst is C1COCC1. The product is [OH:16][C:6]1([C:5]2[S:1][CH:2]=[N:3][CH:4]=2)[CH2:15][CH2:14][C:9](=[O:10])[CH2:8][CH2:7]1. The yield is 0.980. (5) The reactants are [NH:1]1[C:5]2[CH:6]=[CH:7][CH:8]=[CH:9][C:4]=2[N:3]=[C:2]1[C:10]1[C:14]([NH2:15])=[CH:13][NH:12][N:11]=1.[C:16](Cl)(=[O:21])[C:17]([CH3:20])([CH3:19])[CH3:18].N1C2C=CC=CC=2N=C1C1C(NC(=O)C(C)C)=CNN=1. No catalyst specified. The product is [NH:3]1[C:4]2[CH:9]=[CH:8][CH:7]=[CH:6][C:5]=2[N:1]=[C:2]1[C:10]1[C:14]([NH:15][C:16](=[O:21])[C:17]([CH3:20])([CH3:19])[CH3:18])=[CH:13][NH:12][N:11]=1. The yield is 0.420.